Dataset: Reaction yield outcomes from USPTO patents with 853,638 reactions. Task: Predict the reaction yield, written as a fraction of the theoretical maximum amount of product (1.0 means a 100% yield; for example, 0.34 means a 34% yield). (1) The reactants are [H-].[Al+3].[Li+].[H-].[H-].[H-].C([O:9][C:10]([C:12]1[N:13]=[N:14][N:15]([C:17]2[CH:22]=[C:21]([F:23])[C:20]([N:24]3[CH2:29][CH2:28][S:27][CH2:26][CH2:25]3)=[C:19]([F:30])[CH:18]=2)[CH:16]=1)=O)C. The catalyst is C1COCC1. The product is [F:23][C:21]1[CH:22]=[C:17]([N:15]2[CH:16]=[C:12]([CH2:10][OH:9])[N:13]=[N:14]2)[CH:18]=[C:19]([F:30])[C:20]=1[N:24]1[CH2:29][CH2:28][S:27][CH2:26][CH2:25]1. The yield is 0.880. (2) The reactants are [N+:1]([C:4]1[CH:5]=[C:6](O)[CH:7]=[CH:8][CH:9]=1)([O-:3])=[O:2].ClC[C:13]1[O:17][C:16]([C:18]([O:20][CH3:21])=[O:19])=[CH:15][CH:14]=1.[C:22]([O-])([O-])=[O:23].[K+].[K+]. The catalyst is CC(C)=O.O. The product is [N+:1]([C:4]1[CH:5]=[CH:6][C:7]([O:23][CH2:22][C:14]2[CH:15]=[C:16]([C:18]([O:20][CH3:21])=[O:19])[O:17][CH:13]=2)=[CH:8][CH:9]=1)([O-:3])=[O:2]. The yield is 0.900. (3) The reactants are F[C:2]1[CH:7]=[C:6]([OH:8])[CH:5]=[C:4]([OH:9])[CH:3]=1. The catalyst is S(=O)(=O)(O)O. The product is [OH:9][C:4]1[CH:5]=[C:6]2[C:7]([CH:4]=[CH:5][C:6](=[O:8])[O:8]2)=[CH:2][CH:3]=1. The yield is 0.420. (4) The reactants are [C:1]([CH2:3][C:4]1(O)[CH2:9][CH2:8][N:7]([C:10]2[CH:15]=[CH:14][C:13]([N:16]3[CH2:20][C@H:19]([CH2:21][NH:22][C:23](=[O:25])[CH3:24])[O:18][C:17]3=[O:26])=[CH:12][C:11]=2[F:27])[CH2:6][CH2:5]1)#[N:2].CCN(S(F)(F)[F:35])CC. The product is [F:35][C:4]1([CH2:3][C:1]#[N:2])[CH2:9][CH2:8][N:7]([C:10]2[CH:15]=[CH:14][C:13]([N:16]3[CH2:20][C@H:19]([CH2:21][NH:22][C:23](=[O:25])[CH3:24])[O:18][C:17]3=[O:26])=[CH:12][C:11]=2[F:27])[CH2:6][CH2:5]1. The yield is 0.470. The catalyst is ClCCl. (5) The yield is 0.830. The product is [CH3:23][C:24]1([CH3:36])[O:28][C@@H:27]([C@H:29]([CH2:4][N+:1]([O-:3])=[O:2])[CH2:30][C:31]([O:33][CH2:34][CH3:35])=[O:32])[CH2:26][O:25]1. The reactants are [N+:1]([CH3:4])([O-:3])=[O:2].[F-].C([N+](CCCC)(CCCC)CCCC)CCC.[CH3:23][C:24]1([CH3:36])[O:28][CH:27](/[CH:29]=[CH:30]/[C:31]([O:33][CH2:34][CH3:35])=[O:32])[CH2:26][O:25]1. The catalyst is C1COCC1. (6) The reactants are [CH3:1][O:2][C:3]([C:5]1[CH:6]=[C:7]([CH:11]=[CH:12][CH:13]=1)[C:8](O)=[O:9])=[O:4]. The catalyst is C1COCC1. The product is [OH:9][CH2:8][C:7]1[CH:6]=[C:5]([CH:13]=[CH:12][CH:11]=1)[C:3]([O:2][CH3:1])=[O:4]. The yield is 0.870.